From a dataset of Catalyst prediction with 721,799 reactions and 888 catalyst types from USPTO. Predict which catalyst facilitates the given reaction. Reactant: [Si]([O:8][C@H:9]([C@H:17]([O:42][Si](C(C)(C)C)(C)C)[CH:18]=[CH:19][C:20]1[CH:25]=[CH:24][CH:23]=[CH:22][C:21]=1[CH:26]=[CH:27][C@H:28]([O:34][Si](C(C)(C)C)(C)C)[CH2:29][CH2:30][CH2:31][CH2:32][CH3:33])[CH2:10][CH2:11][CH2:12][C:13]([O:15][CH3:16])=[O:14])(C(C)(C)C)(C)C.[F-].C([N+](CCCC)(CCCC)CCCC)CCC. Product: [OH:8][C@H:9]([C@H:17]([OH:42])[CH:18]=[CH:19][C:20]1[CH:25]=[CH:24][CH:23]=[CH:22][C:21]=1[CH:26]=[CH:27][C@H:28]([OH:34])[CH2:29][CH2:30][CH2:31][CH2:32][CH3:33])[CH2:10][CH2:11][CH2:12][C:13]([O:15][CH3:16])=[O:14]. The catalyst class is: 1.